From a dataset of Forward reaction prediction with 1.9M reactions from USPTO patents (1976-2016). Predict the product of the given reaction. (1) Given the reactants C([O-])(=O)C.[Na+].[CH2:6]([NH:13][CH2:14][C:15]1[CH:20]=[CH:19][CH:18]=[CH:17][CH:16]=1)[C:7]1[CH:12]=[CH:11][CH:10]=[CH:9][CH:8]=1.C(O)C.[N:24]#[C:25]Br, predict the reaction product. The product is: [CH2:14]([N:13]([CH2:6][C:7]1[CH:12]=[CH:11][CH:10]=[CH:9][CH:8]=1)[C:25]#[N:24])[C:15]1[CH:20]=[CH:19][CH:18]=[CH:17][CH:16]=1. (2) Given the reactants [CH:1]1([NH:4][C:5]2[N:10]=[C:9]([C:11]3[C:12]([C:20]4[CH:25]=[CH:24][N:23]=[C:22](F)[CH:21]=4)=[N:13][N:14]4[CH:19]=[CH:18][CH:17]=[CH:16][C:15]=34)[CH:8]=[CH:7][N:6]=2)[CH2:3][CH2:2]1.[CH:27]([NH2:30])([CH3:29])[CH3:28], predict the reaction product. The product is: [CH:1]1([NH:4][C:5]2[N:10]=[C:9]([C:11]3[C:12]([C:20]4[CH:25]=[CH:24][N:23]=[C:22]([NH:30][CH:27]([CH3:29])[CH3:28])[CH:21]=4)=[N:13][N:14]4[CH:19]=[CH:18][CH:17]=[CH:16][C:15]=34)[CH:8]=[CH:7][N:6]=2)[CH2:3][CH2:2]1. (3) Given the reactants Cl[C:2]1[C:11]2[C:6](=[CH:7][C:8]([O:14][CH2:15][CH2:16][CH2:17][N:18]3[CH2:23][CH2:22][O:21][CH2:20][CH2:19]3)=[C:9]([O:12][CH3:13])[CH:10]=2)[N:5]=[CH:4][N:3]=1.[NH2:24][C:25]1[C:30]2[O:31][CH2:32][O:33][C:29]=2[C:28]([C:34]#[C:35][CH2:36][NH:37][C:38](=[O:42])[N:39]([CH3:41])[CH3:40])=[CH:27][C:26]=1[Cl:43].C[Si]([N-][Si](C)(C)C)(C)C.[Na+], predict the reaction product. The product is: [Cl:43][C:26]1[CH:27]=[C:28]([C:34]#[C:35][CH2:36][NH:37][C:38](=[O:42])[N:39]([CH3:40])[CH3:41])[C:29]2[O:33][CH2:32][O:31][C:30]=2[C:25]=1[NH:24][C:2]1[C:11]2[C:6](=[CH:7][C:8]([O:14][CH2:15][CH2:16][CH2:17][N:18]3[CH2:23][CH2:22][O:21][CH2:20][CH2:19]3)=[C:9]([O:12][CH3:13])[CH:10]=2)[N:5]=[CH:4][N:3]=1.